Dataset: Forward reaction prediction with 1.9M reactions from USPTO patents (1976-2016). Task: Predict the product of the given reaction. (1) Given the reactants II.C([O:5][CH:6](OCC)[CH:7]1[C:16]2([CH2:21][CH2:20][N:19]([C:22]([O:24][CH2:25][C:26]3[CH:31]=[CH:30][CH:29]=[CH:28][CH:27]=3)=[O:23])[CH2:18][CH2:17]2)[O:15][C:14]2[C:9](=[CH:10][CH:11]=[CH:12][CH:13]=2)[C:8]1=[O:32])C, predict the reaction product. The product is: [OH:5][CH:6]=[C:7]1[C:16]2([CH2:21][CH2:20][N:19]([C:22]([O:24][CH2:25][C:26]3[CH:31]=[CH:30][CH:29]=[CH:28][CH:27]=3)=[O:23])[CH2:18][CH2:17]2)[O:15][C:14]2[C:9](=[CH:10][CH:11]=[CH:12][CH:13]=2)[C:8]1=[O:32]. (2) Given the reactants [NH2:1][CH2:2][C@@H:3]1[C@H:8]([CH3:9])[CH2:7][CH2:6][CH2:5][N:4]1[C:10]([C:12]1[C:17]([N:18]2[N:22]=[CH:21][CH:20]=[N:19]2)=[CH:16][CH:15]=[C:14]([CH3:23])[N:13]=1)=[O:11].Cl[C:25]1[N:30]=[CH:29][C:28]([C:31]([F:34])([F:33])[F:32])=[CH:27][N:26]=1, predict the reaction product. The product is: [CH3:9][C@@H:8]1[CH2:7][CH2:6][CH2:5][N:4]([C:10]([C:12]2[C:17]([N:18]3[N:22]=[CH:21][CH:20]=[N:19]3)=[CH:16][CH:15]=[C:14]([CH3:23])[N:13]=2)=[O:11])[C@@H:3]1[CH2:2][NH:1][C:25]1[N:30]=[CH:29][C:28]([C:31]([F:34])([F:33])[F:32])=[CH:27][N:26]=1. (3) Given the reactants O=C[C@@H]([C@H]([C@@H]([C@@H](CO)O)O)O)O.O=C[C@@H]([C@H]([C@H](CO)O)O)O.[P:23]([O:27][CH2:28][C@@H:29]([OH:38])[C@@H:30]([OH:37])[C@H:31]([OH:36])[C@@H:32]([OH:35])[CH:33]=[O:34])([OH:26])([OH:25])=[O:24].O=C[C@H]([C@H]([C@@H]([C@@H](CO)O)O)O)O.O=C[C@@H]([C@H]([C@@H](CO)O)O)O, predict the reaction product. The product is: [CH2:28]([O:27][P:23]([OH:25])([OH:26])=[O:24])[C@H:29]1[O:38][CH:33]([OH:34])[C@H:32]([OH:35])[C@@H:31]([OH:36])[C@@H:30]1[OH:37]. (4) The product is: [CH2:1]([O:3][C:4]([C:6]1[N:7]([C:17]2[CH:22]=[CH:21][C:20]([O:23][CH:24]([CH3:26])[CH3:25])=[CH:19][CH:18]=2)[C:8]2[C:13]([C:14]=1[Cl:15])=[CH:12][C:11]([CH:33]1[CH2:32][CH:31]([C:27]([CH3:29])([CH3:28])[CH3:30])[CH2:36][CH2:35][C:34]1=[O:37])=[CH:10][CH:9]=2)=[O:5])[CH3:2]. Given the reactants [CH2:1]([O:3][C:4]([C:6]1[N:7]([C:17]2[CH:22]=[CH:21][C:20]([O:23][CH:24]([CH3:26])[CH3:25])=[CH:19][CH:18]=2)[C:8]2[C:13]([C:14]=1[Cl:15])=[CH:12][C:11](Br)=[CH:10][CH:9]=2)=[O:5])[CH3:2].[C:27]([CH:31]1[CH2:36][CH2:35][C:34](=[O:37])[CH2:33][CH2:32]1)([CH3:30])([CH3:29])[CH3:28].[O-]P([O-])([O-])=O.[K+].[K+].[K+], predict the reaction product. (5) Given the reactants [OH:1][C:2]1[CH:3]=[C:4]([CH:7]=[CH:8][C:9]=1[CH3:10])[C:5]#[N:6].Cl[C:12]1[C:17]([C:18]([O:20][CH2:21][CH3:22])=[O:19])=[CH:16][N:15]=[C:14]([C:23]2[CH:28]=[CH:27][CH:26]=[CH:25][CH:24]=2)[N:13]=1.C(=O)([O-])[O-].[K+].[K+], predict the reaction product. The product is: [C:5]([C:4]1[CH:7]=[CH:8][C:9]([CH3:10])=[C:2]([CH:3]=1)[O:1][C:16]1[C:17]([C:18]([O:20][CH2:21][CH3:22])=[O:19])=[CH:12][N:13]=[C:14]([C:23]2[CH:28]=[CH:27][CH:26]=[CH:25][CH:24]=2)[N:15]=1)#[N:6]. (6) Given the reactants [Cl:1][C:2]1[C:6]([C:7]2[CH:12]=[CH:11][C:10]([Cl:13])=[CH:9][C:8]=2[CH3:14])=[N:5][S:4][N:3]=1.C1C(=O)N([Br:22])C(=O)C1.C(OOC(=O)C1C=CC=CC=1)(=O)C1C=CC=CC=1, predict the reaction product. The product is: [Br:22][CH2:14][C:8]1[CH:9]=[C:10]([Cl:13])[CH:11]=[CH:12][C:7]=1[C:6]1[C:2]([Cl:1])=[N:3][S:4][N:5]=1. (7) Given the reactants [N:1]1([C:7](=[O:26])[CH2:8][CH2:9][N:10]2[C:22]3[C:21]4[CH:20]=[CH:19][CH:18]=[CH:17][C:16]=4[N:15]=[CH:14][C:13]=3[N:12]=[C:11]2[CH2:23][CH2:24][CH3:25])[CH2:6][CH2:5][O:4][CH2:3][CH2:2]1.C1C=C(Cl)C=C(C(OO)=O)C=1.C1(C)C=CC(S(Cl)(=O)=O)=CC=1.[OH-].[NH4+:50], predict the reaction product. The product is: [N:1]1([C:7](=[O:26])[CH2:8][CH2:9][N:10]2[C:22]3[C:21]4[CH:20]=[CH:19][CH:18]=[CH:17][C:16]=4[N:15]=[C:14]([NH2:50])[C:13]=3[N:12]=[C:11]2[CH2:23][CH2:24][CH3:25])[CH2:6][CH2:5][O:4][CH2:3][CH2:2]1. (8) Given the reactants Br[C:2]1[CH:7]=[CH:6][C:5]([CH:8]([CH3:28])[C:9]([C:15]2[CH:16]=[C:17]([F:27])[C:18]3[O:23][CH2:22][C:21](=[O:24])[N:20]([CH3:25])[C:19]=3[CH:26]=2)([OH:14])[C:10]([F:13])([F:12])[F:11])=[C:4]([Cl:29])[CH:3]=1.[F:30][C:31]1[CH:32]=[C:33](B(O)O)[CH:34]=[CH:35][C:36]=1[C:37]([O:39][CH3:40])=[O:38], predict the reaction product. The product is: [CH3:40][O:39][C:37]([C:36]1[CH:35]=[CH:34][C:33]([C:2]2[CH:7]=[CH:6][C:5]([CH:8]([CH3:28])[C:9]([C:15]3[CH:16]=[C:17]([F:27])[C:18]4[O:23][CH2:22][C:21](=[O:24])[N:20]([CH3:25])[C:19]=4[CH:26]=3)([OH:14])[C:10]([F:13])([F:12])[F:11])=[C:4]([Cl:29])[CH:3]=2)=[CH:32][C:31]=1[F:30])=[O:38]. (9) Given the reactants [ClH:1].[CH3:2][C@H:3]1[N:8]([C:9]2[C:10]3[CH:17]=[CH:16][S:15][C:11]=3[N:12]=[CH:13][N:14]=2)[C@@H:7]([CH3:18])[CH2:6][N:5]([CH2:19][C:20](O)=[O:21])[CH2:4]1.C(Cl)(=O)C([Cl:26])=O, predict the reaction product. The product is: [ClH:26].[CH3:2][C@H:3]1[N:8]([C:9]2[C:10]3[CH:17]=[CH:16][S:15][C:11]=3[N:12]=[CH:13][N:14]=2)[C@@H:7]([CH3:18])[CH2:6][N:5]([CH2:19][C:20]([Cl:1])=[O:21])[CH2:4]1. (10) Given the reactants [Li+].CC([N-]C(C)C)C.[CH3:9][C:10]1[N:11]=[N:12][CH:13]=[CH:14][CH:15]=1.C([Si](C)(C)[O:21][CH2:22][CH2:23][CH:24]1[CH2:32][C:31]2[C:26](=[CH:27][CH:28]=[C:29]([F:33])[CH:30]=2)[C:25]1=O)(C)(C)C, predict the reaction product. The product is: [F:33][C:29]1[CH:30]=[C:31]2[C:26]([C:25]([CH2:9][C:10]3[N:11]=[N:12][CH:13]=[CH:14][CH:15]=3)=[C:24]([CH2:23][CH2:22][OH:21])[CH2:32]2)=[CH:27][CH:28]=1.